Dataset: Peptide-MHC class I binding affinity with 185,985 pairs from IEDB/IMGT. Task: Regression. Given a peptide amino acid sequence and an MHC pseudo amino acid sequence, predict their binding affinity value. This is MHC class I binding data. (1) The peptide sequence is KENDSKEGFF. The MHC is HLA-B18:01 with pseudo-sequence HLA-B18:01. The binding affinity (normalized) is 0.175. (2) The peptide sequence is FLGKIWPSYK. The MHC is HLA-A24:02 with pseudo-sequence HLA-A24:02. The binding affinity (normalized) is 0. (3) The peptide sequence is ESLLHQASW. The MHC is HLA-A02:01 with pseudo-sequence HLA-A02:01. The binding affinity (normalized) is 0.0847. (4) The peptide sequence is QMQRKHGGML. The MHC is HLA-B08:01 with pseudo-sequence HLA-B08:01. The binding affinity (normalized) is 0.438. (5) The peptide sequence is ETFGFEIQSY. The MHC is HLA-A24:02 with pseudo-sequence HLA-A24:02. The binding affinity (normalized) is 0. (6) The peptide sequence is AIFQRSMTR. The MHC is HLA-A33:01 with pseudo-sequence HLA-A33:01. The binding affinity (normalized) is 0.798. (7) The peptide sequence is AARILSEKR. The MHC is HLA-A03:01 with pseudo-sequence HLA-A03:01. The binding affinity (normalized) is 0. (8) The peptide sequence is RPASAWTLY. The MHC is HLA-B35:01 with pseudo-sequence HLA-B35:01. The binding affinity (normalized) is 0.591. (9) The peptide sequence is TIKYSNDNR. The MHC is HLA-A31:01 with pseudo-sequence HLA-A31:01. The binding affinity (normalized) is 0.725.